Dataset: Full USPTO retrosynthesis dataset with 1.9M reactions from patents (1976-2016). Task: Predict the reactants needed to synthesize the given product. (1) Given the product [Br:1][C:2]1[CH:3]=[CH:4][C:5]([F:19])=[C:6]([C:8]2[N:17]=[C:16]([NH:32][C:29]3[CH:28]=[CH:27][C:26]([N:25]4[CH2:20][CH2:21][O:22][CH2:23][CH2:24]4)=[CH:31][CH:30]=3)[C:15]3[C:10](=[N:11][CH:12]=[CH:13][N:14]=3)[N:9]=2)[CH:7]=1, predict the reactants needed to synthesize it. The reactants are: [Br:1][C:2]1[CH:3]=[CH:4][C:5]([F:19])=[C:6]([C:8]2[NH:17][C:16](=O)[C:15]3[C:10](=[N:11][CH:12]=[CH:13][N:14]=3)[N:9]=2)[CH:7]=1.[CH2:20]1[N:25]([C:26]2[CH:31]=[CH:30][C:29]([NH2:32])=[CH:28][CH:27]=2)[CH2:24][CH2:23][O:22][CH2:21]1.C(N(C1C=CN=CC=1)C1C2C(=NC=CN=2)N=C(C2C=C(Br)C=CC=2F)N=1)CCC. (2) Given the product [CH3:38][O:5][C:4](=[O:6])[C:3]1[CH:7]=[CH:8][C:9]([NH:11][C:12]([C:14]2[CH:22]=[C:21]3[C:17]([CH2:18][CH2:19][N:20]3[S:23]([C:26]3[CH:31]=[C:30]([Cl:32])[CH:29]=[CH:28][C:27]=3[O:33][CH3:34])(=[O:24])=[O:25])=[C:16]([O:35][CH3:36])[CH:15]=2)=[O:13])=[CH:10][C:2]=1[Cl:1], predict the reactants needed to synthesize it. The reactants are: [Cl:1][C:2]1[CH:10]=[C:9]([NH:11][C:12]([C:14]2[CH:22]=[C:21]3[C:17]([CH2:18][CH2:19][N:20]3[S:23]([C:26]3[CH:31]=[C:30]([Cl:32])[CH:29]=[CH:28][C:27]=3[O:33][CH3:34])(=[O:25])=[O:24])=[C:16]([O:35][CH3:36])[CH:15]=2)=[O:13])[CH:8]=[CH:7][C:3]=1[C:4]([OH:6])=[O:5].Cl[C:38]1C=CC(OC)=C(S(Cl)(=O)=O)C=1.